This data is from Catalyst prediction with 721,799 reactions and 888 catalyst types from USPTO. The task is: Predict which catalyst facilitates the given reaction. (1) Reactant: [CH3:1][NH2:2].Br[CH2:4][C:5]1[N:10]=[C:9]([C:11]([F:14])([F:13])[F:12])[N:8]=[C:7]([C:15]([O:17]CC)=[O:16])[CH:6]=1.O.[OH-].[Li+].Cl. Product: [CH3:1][NH:2][CH2:4][C:5]1[N:10]=[C:9]([C:11]([F:12])([F:13])[F:14])[N:8]=[C:7]([C:15]([OH:17])=[O:16])[CH:6]=1. The catalyst class is: 34. (2) Reactant: [Br:1][C:2]1[CH:3]=[C:4]([C:9]2[CH:14]=[CH:13][C:12]([CH2:15][NH:16][C:17](=[O:23])[O:18][C:19]([CH3:22])([CH3:21])[CH3:20])=[CH:11][CH:10]=2)[CH:5]=[CH:6][C:7]=1[OH:8].Br[CH2:25][C:26]([O:28][CH3:29])=[O:27].C(=O)([O-])[O-].[K+].[K+]. Product: [CH3:29][O:28][C:26](=[O:27])[CH2:25][O:8][C:7]1[CH:6]=[CH:5][C:4]([C:9]2[CH:10]=[CH:11][C:12]([CH2:15][NH:16][C:17]([O:18][C:19]([CH3:20])([CH3:22])[CH3:21])=[O:23])=[CH:13][CH:14]=2)=[CH:3][C:2]=1[Br:1]. The catalyst class is: 3. (3) Reactant: C(N(C(C)C)C(C)C)C.[C:10]([C:14]1[N:19]=[C:18]([O:20][C:21]2[C:26]([CH3:27])=[CH:25][C:24]([CH3:28])=[CH:23][C:22]=2[CH3:29])[C:17]([C:30](O)=[O:31])=[CH:16][CH:15]=1)([CH3:13])([CH3:12])[CH3:11].[F:33][C:34]1[N:39]=[C:38]([S:40]([NH2:43])(=[O:42])=[O:41])[CH:37]=[CH:36][CH:35]=1.CN(C(ON1N=NC2C=CC=NC1=2)=[N+](C)C)C.F[P-](F)(F)(F)(F)F. Product: [C:10]([C:14]1[N:19]=[C:18]([O:20][C:21]2[C:22]([CH3:29])=[CH:23][C:24]([CH3:28])=[CH:25][C:26]=2[CH3:27])[C:17]([C:30]([NH:43][S:40]([C:38]2[CH:37]=[CH:36][CH:35]=[C:34]([F:33])[N:39]=2)(=[O:41])=[O:42])=[O:31])=[CH:16][CH:15]=1)([CH3:13])([CH3:11])[CH3:12]. The catalyst class is: 9. (4) Product: [CH2:30]([N:12]1[C:11]([N:8]2[C:9]3[CH:10]=[C:2]([CH3:33])[CH:3]=[C:4]([C:22]#[N:23])[C:5]=3[CH:6]=[CH:7]2)=[C:16]([CH:17]([CH3:19])[CH3:18])[C:15](=[O:20])[NH:14][C:13]1=[O:21])[CH3:31]. The catalyst class is: 3. Reactant: Cl[C:2]1[CH:3]=[C:4]([C:22]#[N:23])[C:5]2[CH:6]=[CH:7][N:8]([C:11]3[NH:12][C:13](=[O:21])[NH:14][C:15](=[O:20])[C:16]=3[CH:17]([CH3:19])[CH3:18])[C:9]=2[CH:10]=1.C(=O)([O-])[O-].[K+].[K+].[CH2:30](I)[CH3:31].[C:33](OCC)(=O)C. (5) Reactant: [N+:1]([O-:4])(O)=[O:2].[F:5][C:6]1[CH:13]=[CH:12][C:9]([CH:10]=[O:11])=[CH:8][CH:7]=1. Product: [F:5][C:6]1[CH:13]=[CH:12][C:9]([CH:10]=[O:11])=[CH:8][C:7]=1[N+:1]([O-:4])=[O:2]. The catalyst class is: 65.